This data is from Catalyst prediction with 721,799 reactions and 888 catalyst types from USPTO. The task is: Predict which catalyst facilitates the given reaction. (1) Reactant: [C:1]([N:4]1[CH2:9][CH2:8][NH:7][CH2:6][CH2:5]1)(=[O:3])[CH3:2].F[C:11]1[CH:16]=[CH:15][C:14]([F:17])=[CH:13][C:12]=1[N+:18]([O-:20])=[O:19].C(=O)([O-])[O-].[K+].[K+].O. Product: [C:1]([N:4]1[CH2:9][CH2:8][N:7]([C:11]2[CH:16]=[CH:15][C:14]([F:17])=[CH:13][C:12]=2[N+:18]([O-:20])=[O:19])[CH2:6][CH2:5]1)(=[O:3])[CH3:2]. The catalyst class is: 10. (2) Reactant: [OH:1][C:2]1[CH:3]=[C:4]([CH:8]=[CH:9][C:10]=1[OH:11])[C:5]([OH:7])=[O:6].[CH2:12](Br)[C:13]1[CH:18]=[CH:17][CH:16]=[CH:15][CH:14]=1.C(=O)([O-])[O-].[K+].[K+]. Product: [CH2:12]([O:1][C:2]1[CH:3]=[C:4]([CH:8]=[CH:9][C:10]=1[O:11][CH2:5][C:4]1[CH:8]=[CH:9][CH:10]=[CH:2][CH:3]=1)[C:5]([OH:7])=[O:6])[C:13]1[CH:18]=[CH:17][CH:16]=[CH:15][CH:14]=1. The catalyst class is: 10. (3) The catalyst class is: 1. Product: [O:4]=[C:3]([CH3:5])[CH:2]([CH2:13][C:14]1[CH:15]=[CH:16][C:17]([CH2:18][O:19][CH:20]2[CH2:25][CH2:24][CH2:23][CH2:22][O:21]2)=[CH:26][CH:27]=1)[C:1]([O:7][CH2:8][CH3:9])=[O:6]. Reactant: [C:1]([O:7][CH2:8][CH3:9])(=[O:6])[CH2:2][C:3]([CH3:5])=[O:4].[H-].[Na+].Cl[CH2:13][C:14]1[CH:27]=[CH:26][C:17]([CH2:18][O:19][CH:20]2[CH2:25][CH2:24][CH2:23][CH2:22][O:21]2)=[CH:16][CH:15]=1.[I-].[K+]. (4) Reactant: CS(C)=O.CCN(C(C)C)C(C)C.[CH2:14]([O:21][C:22]([N:24]([CH2:26][CH2:27][OH:28])[CH3:25])=[O:23])[C:15]1[CH:20]=[CH:19][CH:18]=[CH:17][CH:16]=1. Product: [CH2:14]([O:21][C:22]([N:24]([CH2:26][CH:27]=[O:28])[CH3:25])=[O:23])[C:15]1[CH:20]=[CH:19][CH:18]=[CH:17][CH:16]=1. The catalyst class is: 4. (5) Reactant: [CH2:1]([O:8][C:9]1[CH:14]=[CH:13][C:12]([C:15]2[NH:19][C:18]3[CH:20]=[C:21]([CH:25]4[CH2:30][CH2:29][N:28](C(OC(C)(C)C)=O)[CH2:27][CH2:26]4)[CH:22]=[C:23]([CH3:24])[C:17]=3[N:16]=2)=[CH:11][CH:10]=1)[C:2]1[CH:7]=[CH:6][CH:5]=[CH:4][CH:3]=1.C(O)(C(F)(F)F)=O. The catalyst class is: 2. Product: [CH2:1]([O:8][C:9]1[CH:10]=[CH:11][C:12]([C:15]2[NH:19][C:18]3[CH:20]=[C:21]([CH:25]4[CH2:30][CH2:29][NH:28][CH2:27][CH2:26]4)[CH:22]=[C:23]([CH3:24])[C:17]=3[N:16]=2)=[CH:13][CH:14]=1)[C:2]1[CH:3]=[CH:4][CH:5]=[CH:6][CH:7]=1. (6) Product: [NH3:11].[CH:39]([N:35]([CH:36]([CH3:38])[CH3:37])[CH2:34][CH2:33][C@@H:32]([C:27]1[CH:26]=[C:25]([CH2:24][CH2:23][CH2:22][CH2:21][O:20][C:17]2[CH:16]=[CH:15][C:14]([CH2:13][CH2:12][NH:11][CH2:10][C@@H:9]([C:48]3[CH:49]=[CH:50][C:51]([OH:57])=[C:52]([NH:54][CH:55]=[O:56])[CH:53]=3)[OH:8])=[CH:19][CH:18]=2)[CH:30]=[CH:29][C:28]=1[OH:31])[C:42]1[CH:43]=[CH:44][CH:45]=[CH:46][CH:47]=1)([CH3:41])[CH3:40]. Reactant: [Si]([O:8][C@H:9]([C:48]1[CH:49]=[CH:50][C:51]([OH:57])=[C:52]([NH:54][CH:55]=[O:56])[CH:53]=1)[CH2:10][NH:11][CH2:12][CH2:13][C:14]1[CH:19]=[CH:18][C:17]([O:20][CH2:21][CH2:22][CH2:23][CH2:24][C:25]2[CH:30]=[CH:29][C:28]([OH:31])=[C:27]([C@@H:32]([C:42]3[CH:47]=[CH:46][CH:45]=[CH:44][CH:43]=3)[CH2:33][CH2:34][N:35]([CH:39]([CH3:41])[CH3:40])[CH:36]([CH3:38])[CH3:37])[CH:26]=2)=[CH:16][CH:15]=1)(C(C)(C)C)(C)C.CCN(CC)CC.F.F.F.N. The catalyst class is: 7. (7) Reactant: Cl[C:2]1[C:7]([C:8]([F:11])([F:10])[F:9])=[CH:6][N:5]=[C:4]([NH:12][C:13]2[CH:18]=[CH:17][C:16]([CH:19]3[CH2:22][N:21]([C:23]([O:25][C:26]([CH3:29])([CH3:28])[CH3:27])=[O:24])[CH2:20]3)=[CH:15][CH:14]=2)[N:3]=1.C1C=CC(P(C2C=CC=CC=2)C2C=CC=CC=2)=CC=1.[C:49]([C:51]1[CH:56]=[CH:55][CH:54]=[CH:53][C:52]=1[C:57]1([C:60]([O:62][CH3:63])=[O:61])[CH2:59][CH2:58]1)#[CH:50].CCN(CC)CC. Product: [CH3:63][O:62][C:60]([C:57]1([C:52]2[CH:53]=[CH:54][CH:55]=[CH:56][C:51]=2[C:49]#[C:50][C:2]2[C:7]([C:8]([F:11])([F:10])[F:9])=[CH:6][N:5]=[C:4]([NH:12][C:13]3[CH:18]=[CH:17][C:16]([CH:19]4[CH2:22][N:21]([C:23]([O:25][C:26]([CH3:29])([CH3:28])[CH3:27])=[O:24])[CH2:20]4)=[CH:15][CH:14]=3)[N:3]=2)[CH2:59][CH2:58]1)=[O:61]. The catalyst class is: 538.